Dataset: Full USPTO retrosynthesis dataset with 1.9M reactions from patents (1976-2016). Task: Predict the reactants needed to synthesize the given product. (1) Given the product [S:3]1[CH:4]=[CH:5][N:6]=[C:2]1[NH:1][C:7]([N:9]1[CH:13]=[CH:12][N:11]=[CH:10]1)=[S:8], predict the reactants needed to synthesize it. The reactants are: [NH2:1][C:2]1[S:3][CH:4]=[CH:5][N:6]=1.[C:7](N1C=CN=C1)([N:9]1[CH:13]=[CH:12][N:11]=[CH:10]1)=[S:8]. (2) Given the product [CH2:1]([O:8][CH2:9][C@@H:10]([C:19]1[C:18]2[C:22](=[CH:23][C:15]([Cl:14])=[CH:16][CH:17]=2)[NH:21][CH:20]=1)[CH2:11][CH:12]=[O:13])[C:2]1[CH:7]=[CH:6][CH:5]=[CH:4][CH:3]=1, predict the reactants needed to synthesize it. The reactants are: [CH2:1]([O:8][CH2:9][CH:10]=[CH:11][CH:12]=[O:13])[C:2]1[CH:7]=[CH:6][CH:5]=[CH:4][CH:3]=1.[Cl:14][C:15]1[CH:23]=[C:22]2[C:18]([CH:19]=[CH:20][NH:21]2)=[CH:17][CH:16]=1.[N+](C1C=C([N+]([O-])=O)C=CC=1C(O)=O)([O-])=O.C([C@@H]1N[C@H](C(C)(C)C)N(C)C1=O)C1C=CC=CC=1. (3) Given the product [Cl:33][C:34]1[CH:39]=[C:38]([C:2]2[CH:3]=[C:4]3[C:9](=[CH:10][CH:11]=2)[N:8]=[CH:7][C:6]([C:12]([CH:14]2[CH2:15][CH2:16]2)=[O:13])=[C:5]3[NH:17][C@H:18]2[CH2:23][CH2:22][C@H:21]([N:24]([CH3:32])[C:25](=[O:31])[O:26][C:27]([CH3:28])([CH3:29])[CH3:30])[CH2:20][CH2:19]2)[CH:37]=[C:36]([O:49][CH3:50])[C:35]=1[OH:51], predict the reactants needed to synthesize it. The reactants are: Br[C:2]1[CH:3]=[C:4]2[C:9](=[CH:10][CH:11]=1)[N:8]=[CH:7][C:6]([C:12]([CH:14]1[CH2:16][CH2:15]1)=[O:13])=[C:5]2[NH:17][C@H:18]1[CH2:23][CH2:22][C@H:21]([N:24]([CH3:32])[C:25](=[O:31])[O:26][C:27]([CH3:30])([CH3:29])[CH3:28])[CH2:20][CH2:19]1.[Cl:33][C:34]1[CH:39]=[C:38](B2OC(C)(C)C(C)(C)O2)[CH:37]=[C:36]([O:49][CH3:50])[C:35]=1[OH:51].